Dataset: Catalyst prediction with 721,799 reactions and 888 catalyst types from USPTO. Task: Predict which catalyst facilitates the given reaction. (1) Reactant: [CH3:1][C:2]1[N:3]=[N:4][N:5]([CH2:7][C:8]2[CH:13]=[C:12]([C:14]([F:17])([F:16])[F:15])[CH:11]=[CH:10][C:9]=2/[CH:18]=[CH:19]/[C:20]([O:22]CC)=[O:21])[N:6]=1.[OH-].[Na+]. The catalyst class is: 14. Product: [CH3:1][C:2]1[N:3]=[N:4][N:5]([CH2:7][C:8]2[CH:13]=[C:12]([C:14]([F:15])([F:17])[F:16])[CH:11]=[CH:10][C:9]=2/[CH:18]=[CH:19]/[C:20]([OH:22])=[O:21])[N:6]=1. (2) Reactant: CC(OI1(OC(C)=O)(OC(C)=O)OC(=O)C2C=CC=CC1=2)=O.[CH:23]1[C:35]2[CH:34]([CH2:36][O:37][C:38]([N:40]3[CH2:46][CH2:45][CH2:44][CH:43]([C:47]([O:49][C:50]([CH3:53])([CH3:52])[CH3:51])=[O:48])[CH:42]([OH:54])[CH:41]3[NH2:55])=[O:39])[C:33]3[C:28](=[CH:29][CH:30]=[CH:31][CH:32]=3)[C:27]=2[CH:26]=[CH:25][CH:24]=1. Product: [CH:32]1[C:33]2[CH:34]([CH2:36][O:37][C:38]([N:40]3[CH2:46][CH2:45][CH2:44][CH:43]([C:47]([O:49][C:50]([CH3:51])([CH3:53])[CH3:52])=[O:48])[C:42](=[O:54])[CH:41]3[NH2:55])=[O:39])[C:35]3[C:27](=[CH:26][CH:25]=[CH:24][CH:23]=3)[C:28]=2[CH:29]=[CH:30][CH:31]=1. The catalyst class is: 2. (3) Reactant: [Cl:1][C:2]1[CH:3]=[N:4][C:5]2[C:10]([CH:11]=1)=[CH:9][C:8]([CH2:12]Cl)=[CH:7][C:6]=2[S:14]([CH3:17])(=[O:16])=[O:15].C[Sn](C)(C)[C:20]1[CH:21]=[C:22]([CH:27]=[CH:28][N:29]=1)[C:23]([O:25][CH3:26])=[O:24]. The catalyst class is: 184. Product: [Cl:1][C:2]1[CH:3]=[N:4][C:5]2[C:10]([CH:11]=1)=[CH:9][C:8]([CH2:12][C:20]1[CH:21]=[C:22]([CH:27]=[CH:28][N:29]=1)[C:23]([O:25][CH3:26])=[O:24])=[CH:7][C:6]=2[S:14]([CH3:17])(=[O:16])=[O:15]. (4) Reactant: Br[CH2:2][CH2:3][CH2:4][CH2:5][O:6][C:7]1[CH:12]=[CH:11][C:10]([OH:13])=[CH:9][CH:8]=1.[CH2:14]([NH:16][C:17]1[CH:22]=[CH:21][CH:20]=[CH:19][CH:18]=1)[CH3:15].C(N(C(C)C)CC)(C)C. Product: [CH2:14]([N:16]([C:17]1[CH:22]=[CH:21][CH:20]=[CH:19][CH:18]=1)[CH2:2][CH2:3][CH2:4][CH2:5][O:6][C:7]1[CH:12]=[CH:11][C:10]([OH:13])=[CH:9][CH:8]=1)[CH3:15]. The catalyst class is: 10. (5) Reactant: [CH3:1][O:2][C:3]1[CH:4]=[C:5]([CH:14]=[CH:15][C:16]=1[O:17][CH3:18])[CH2:6][C:7]1([CH3:13])[CH2:12][NH:11][CH2:10][CH2:9][NH:8]1.[O:19]=[C:20]1[C:24]([C:31]2[CH:36]=[CH:35][CH:34]=[CH:33][CH:32]=2)([C:25]2[CH:30]=[CH:29][CH:28]=[CH:27][CH:26]=2)[CH2:23][CH2:22][N:21]1[CH2:37][C:38](O)=[O:39].C(N(C(C)C)CC)(C)C. Product: [CH3:1][O:2][C:3]1[CH:4]=[C:5]([CH:14]=[CH:15][C:16]=1[O:17][CH3:18])[CH2:6][C:7]1([CH3:13])[NH:8][CH2:9][CH2:10][N:11]([C:38](=[O:39])[CH2:37][N:21]2[CH2:22][CH2:23][C:24]([C:25]3[CH:30]=[CH:29][CH:28]=[CH:27][CH:26]=3)([C:31]3[CH:36]=[CH:35][CH:34]=[CH:33][CH:32]=3)[C:20]2=[O:19])[CH2:12]1. The catalyst class is: 4. (6) Reactant: [C:1]([C:3]1[CH:8]=[CH:7][C:6]([S:9]([N:12]2[CH2:17][CH2:16][N:15](C(OC(C)(C)C)=O)[CH2:14][CH2:13]2)(=[O:11])=[O:10])=[C:5]([CH3:25])[CH:4]=1)#[N:2].C(O)(C(F)(F)F)=O. Product: [CH3:25][C:5]1[CH:4]=[C:3]([CH:8]=[CH:7][C:6]=1[S:9]([N:12]1[CH2:17][CH2:16][NH:15][CH2:14][CH2:13]1)(=[O:11])=[O:10])[C:1]#[N:2]. The catalyst class is: 4. (7) Reactant: [NH2:1][C:2](=O)[C@@H:3]([NH:12][C:13]([O:15][C:16]([CH3:19])([CH3:18])[CH3:17])=[O:14])[CH2:4][C:5]([O:7][C:8]([CH3:11])([CH3:10])[CH3:9])=[O:6].CN(C)C=O.N1C(Cl)=NC(Cl)=NC=1Cl.[OH-].[Na+]. Product: [C:16]([O:15][C:13]([NH:12][C@H:3]([C:2]#[N:1])[CH2:4][C:5]([O:7][C:8]([CH3:11])([CH3:10])[CH3:9])=[O:6])=[O:14])([CH3:17])([CH3:19])[CH3:18]. The catalyst class is: 11. (8) Reactant: N[C:2]1[CH:3]=[C:4]([CH:8]=[C:9](N)[CH:10]=1)[C:5]([OH:7])=[O:6].C(N(CC)C(C)C)(C)C. Product: [C:5]([OH:7])(=[O:6])[C:4]1[CH:8]=[CH:9][CH:10]=[CH:2][CH:3]=1. The catalyst class is: 3. (9) Reactant: O([C:9]([O:11][C:12]([CH3:15])([CH3:14])[CH3:13])=[O:10])[C:9]([O:11][C:12]([CH3:15])([CH3:14])[CH3:13])=[O:10].[NH:16]1[CH2:23][CH2:22][CH2:21][C@H:17]1[C:18]([OH:20])=[O:19].O. Product: [C:9]([N:16]1[CH2:23][CH2:22][CH2:21][C@H:17]1[C:18]([OH:20])=[O:19])([O:11][C:12]([CH3:13])([CH3:14])[CH3:15])=[O:10]. The catalyst class is: 12.